From a dataset of Reaction yield outcomes from USPTO patents with 853,638 reactions. Predict the reaction yield, written as a fraction of the theoretical maximum amount of product (1.0 means a 100% yield; for example, 0.34 means a 34% yield). (1) The reactants are [CH3:1][Si](C=[N+]=[N-])(C)C.[Br:8][C:9]1[CH:14]=[CH:13][C:12]([NH:15][C:16]2[C:21]([C:22]([OH:24])=[O:23])=[CH:20][N:19]=[C:18]([Cl:25])[C:17]=2[F:26])=[C:11]([F:27])[CH:10]=1.C1COCC1. The catalyst is CO. The product is [CH3:1][O:23][C:22](=[O:24])[C:21]1[C:16]([NH:15][C:12]2[CH:13]=[CH:14][C:9]([Br:8])=[CH:10][C:11]=2[F:27])=[C:17]([F:26])[C:18]([Cl:25])=[N:19][CH:20]=1. The yield is 0.920. (2) The reactants are [C:1]12([CH:11]([OH:24])[CH2:12][NH:13][C:14]3[C:15]4[CH2:23][CH2:22][NH:21][CH2:20][C:16]=4[N:17]=[CH:18][N:19]=3)[CH2:10][CH:5]3[CH2:6][CH:7]([CH2:9][CH:3]([CH2:4]3)[CH2:2]1)[CH2:8]2.[C:25]([O:29][C:30]([NH:32][C@H:33]([C:41](O)=[O:42])[CH2:34][C:35]1[CH:40]=[CH:39][CH:38]=[CH:37][CH:36]=1)=[O:31])([CH3:28])([CH3:27])[CH3:26].O.ON1C2C=CC=CC=2N=N1.Cl.CN(C)CCCN=C=NCC.C(N(CC)C(C)C)(C)C. The catalyst is C(Cl)Cl. The product is [C:25]([O:29][C:30](=[O:31])[NH:32][C@@H:33]([CH2:34][C:35]1[CH:40]=[CH:39][CH:38]=[CH:37][CH:36]=1)[C:41]([N:21]1[CH2:22][CH2:23][C:15]2[C:14]([NH:13][CH2:12][CH:11]([C:1]34[CH2:2][CH:3]5[CH2:4][CH:5]([CH2:6][CH:7]([CH2:9]5)[CH2:8]3)[CH2:10]4)[OH:24])=[N:19][CH:18]=[N:17][C:16]=2[CH2:20]1)=[O:42])([CH3:28])([CH3:26])[CH3:27]. The yield is 0.800. (3) The reactants are [Br:1][C:2]1[CH:3]=[CH:4][CH:5]=[C:6]2[C:11]=1[N:10]=[C:9](Cl)[N:8]=[C:7]2[OH:13].[CH3:14][NH:15][C:16]([CH3:19])([CH3:18])[CH3:17]. The catalyst is CN1C(=O)CCC1. The product is [Br:1][C:2]1[CH:3]=[CH:4][CH:5]=[C:6]2[C:11]=1[N:10]=[C:9]([N:15]([C:16]([CH3:19])([CH3:18])[CH3:17])[CH3:14])[NH:8][C:7]2=[O:13]. The yield is 0.250. (4) The reactants are [CH3:1][C:2]1[CH:7]=[CH:6][C:5]([S:8]([O:11][CH2:12][CH:13]2[CH2:17][C:16]3[CH:18]=[CH:19][CH:20]=[C:21](Br)[C:15]=3[O:14]2)(=[O:10])=[O:9])=[CH:4][CH:3]=1.[Cl:23][C:24]1[CH:29]=[C:28]([Cl:30])[CH:27]=[CH:26][C:25]=1B(O)O.C(=O)([O-])[O-].[K+].[K+]. The catalyst is CC1C=CC=CC=1[P](C1C=CC=CC=1C)([Pd](Cl)(Cl)[P](C1=C(C)C=CC=C1)(C1C=CC=CC=1C)C1C=CC=CC=1C)C1C=CC=CC=1C. The product is [CH3:1][C:2]1[CH:7]=[CH:6][C:5]([S:8]([O:11][CH2:12][CH:13]2[CH2:17][C:16]3[CH:18]=[CH:19][CH:20]=[C:21]([C:27]4[CH:26]=[CH:25][C:24]([Cl:23])=[CH:29][C:28]=4[Cl:30])[C:15]=3[O:14]2)(=[O:10])=[O:9])=[CH:4][CH:3]=1. The yield is 0.750.